Dataset: Reaction yield outcomes from USPTO patents with 853,638 reactions. Task: Predict the reaction yield, written as a fraction of the theoretical maximum amount of product (1.0 means a 100% yield; for example, 0.34 means a 34% yield). The reactants are [NH2:1][C:2]1[CH:13]=[CH:12][C:5]([CH2:6][NH:7][S:8]([CH3:11])(=[O:10])=[O:9])=[C:4]([CH3:14])[CH:3]=1.[C:15]1([O:21][C:22](Cl)=[O:23])[CH:20]=[CH:19][CH:18]=[CH:17][CH:16]=1.N1C=CC=CC=1. The catalyst is O1CCCC1.C(#N)C.C(OCC)(=O)C. The product is [CH3:14][C:4]1[CH:3]=[C:2]([NH:1][C:22](=[O:23])[O:21][C:15]2[CH:20]=[CH:19][CH:18]=[CH:17][CH:16]=2)[CH:13]=[CH:12][C:5]=1[CH2:6][NH:7][S:8]([CH3:11])(=[O:10])=[O:9]. The yield is 0.980.